Dataset: Full USPTO retrosynthesis dataset with 1.9M reactions from patents (1976-2016). Task: Predict the reactants needed to synthesize the given product. Given the product [O:3]=[CH:7][CH2:6][CH2:5][CH2:4][CH2:4][CH2:5][CH2:6][C:7]([OH:8])=[O:2], predict the reactants needed to synthesize it. The reactants are: [Li+].[OH-:2].[O:3]1[CH2:7][CH2:6][CH2:5][CH2:4]1.[OH2:8].